Dataset: Reaction yield outcomes from USPTO patents with 853,638 reactions. Task: Predict the reaction yield, written as a fraction of the theoretical maximum amount of product (1.0 means a 100% yield; for example, 0.34 means a 34% yield). (1) The reactants are [N:1]1[CH:6]=[CH:5][C:4]([NH:7][C:8](=[O:15])OCC(Cl)(Cl)Cl)=[CH:3][N:2]=1.[C:16]1([C:22]2[N:23]=[C:24]([N:27]3[CH2:32][CH2:31][NH:30][CH2:29][CH2:28]3)[S:25][CH:26]=2)[CH:21]=[CH:20][CH:19]=[CH:18][CH:17]=1.C(N(C(C)C)CC)(C)C.CS(C)=O. The catalyst is O. The product is [C:16]1([C:22]2[N:23]=[C:24]([N:27]3[CH2:32][CH2:31][N:30]([C:8]([NH:7][C:4]4[CH:5]=[CH:6][N:1]=[N:2][CH:3]=4)=[O:15])[CH2:29][CH2:28]3)[S:25][CH:26]=2)[CH:17]=[CH:18][CH:19]=[CH:20][CH:21]=1. The yield is 0.591. (2) The product is [OH:16][CH2:15][C:12]1[N:13]=[CH:14][C:9]([NH:8][C:6](=[O:7])[O:5][C:1]([CH3:3])([CH3:2])[CH3:4])=[CH:10][CH:11]=1. The reactants are [C:1]([O:5][C:6]([NH:8][C:9]1[CH:10]=[CH:11][C:12]([C:15](OCC)=[O:16])=[N:13][CH:14]=1)=[O:7])([CH3:4])([CH3:3])[CH3:2].[H-].[H-].[H-].[H-].[Li+].[Al+3]. The yield is 0.780. The catalyst is C(OCC)C. (3) The yield is 1.00. The product is [Cl:27][C:25]1[CH:26]=[C:9]([Cl:8])[C:10]([O:11][C:12]2[N:16]([CH3:17])[N:15]=[C:14]([CH:18]([CH3:20])[CH3:19])[C:13]=2[CH:21]=[CH2:1])=[CH:23][C:24]=1[OH:28]. The reactants are [CH3:1][Si](C[Mg]Cl)(C)C.[Cl:8][C:9]1[CH:26]=[C:25]([Cl:27])[C:24]([OH:28])=[CH:23][C:10]=1[O:11][C:12]1[N:16]([CH3:17])[N:15]=[C:14]([CH:18]([CH3:20])[CH3:19])[C:13]=1[CH:21]=O.Cl. The catalyst is O1CCCC1.C(OCC)(=O)C. (4) The catalyst is O1CCOCC1.O. The product is [CH3:1][O:2][CH2:3][CH2:4][N:5]1[C:10]([C:11]2[CH:16]=[CH:15][CH:14]=[CH:13][N:12]=2)=[CH:9][C:8](=[O:17])[NH:7][C:6]1=[S:18]. The yield is 0.0300. The reactants are [CH3:1][O:2][CH2:3][CH2:4][N:5]1[C:10]([C:11]2[CH:16]=[CH:15][CH:14]=[CH:13][N:12]=2)=[CH:9][C:8](=[O:17])[N:7]=[C:6]1[S:18]C.[NH4+]=S.N1C=CC=CC=1.[OH-].[Na+]. (5) The reactants are [Cl:1][C:2]1[C:7]([I:8])=[CH:6][N:5]=[C:4](N)[CH:3]=1.[C:10](O)(C(F)(F)F)=[O:11].N(OC(C)(C)C)=O. The catalyst is CO. The product is [Cl:1][C:2]1[C:7]([I:8])=[CH:6][N:5]=[C:4]([O:11][CH3:10])[CH:3]=1. The yield is 0.920. (6) The reactants are Br[C:2]1[S:6][C:5]([C:7]([OH:9])=[O:8])=[CH:4][CH:3]=1.[C:10]1([OH:16])[CH:15]=[CH:14][CH:13]=[CH:12][CH:11]=1.C([O-])([O-])=O.[Na+].[Na+].O. The catalyst is C1COCC1.C1C=CC([P]([Pd]([P](C2C=CC=CC=2)(C2C=CC=CC=2)C2C=CC=CC=2)([P](C2C=CC=CC=2)(C2C=CC=CC=2)C2C=CC=CC=2)[P](C2C=CC=CC=2)(C2C=CC=CC=2)C2C=CC=CC=2)(C2C=CC=CC=2)C2C=CC=CC=2)=CC=1. The product is [OH:16][C:10]1[CH:15]=[CH:14][CH:13]=[CH:12][C:11]=1[C:2]1[S:6][C:5]([C:7]([OH:9])=[O:8])=[CH:4][CH:3]=1. The yield is 0.830. (7) The reactants are [C:1]([C:5]1[CH:9]=[C:8]([NH:10][C:11](=[O:13])[O-])[N:7]([C:14]2[CH:19]=[CH:18][CH:17]=[CH:16][CH:15]=2)[N:6]=1)([CH3:4])([CH3:3])[CH3:2].[Cl:20][C:21]1[CH:27]=[CH:26][C:25]([O:28][C:29]2[C:38]3[C:33](=[CH:34][C:35]([O:41][CH3:42])=[C:36]([O:39][CH3:40])[CH:37]=3)[N:32]=[CH:31][N:30]=2)=[CH:24][C:22]=1[NH2:23]. No catalyst specified. The product is [C:1]([C:5]1[CH:9]=[C:8]([NH:10][C:11]([NH:23][C:22]2[CH:24]=[C:25]([O:28][C:29]3[C:38]4[C:33](=[CH:34][C:35]([O:41][CH3:42])=[C:36]([O:39][CH3:40])[CH:37]=4)[N:32]=[CH:31][N:30]=3)[CH:26]=[CH:27][C:21]=2[Cl:20])=[O:13])[N:7]([C:14]2[CH:19]=[CH:18][CH:17]=[CH:16][CH:15]=2)[N:6]=1)([CH3:2])([CH3:3])[CH3:4]. The yield is 0.200. (8) The reactants are [O:1]1[CH2:6][CH2:5][N:4]([CH2:7][CH:8]2[S:12][C:11]([C:13]3[NH:14][C:15]4[C:20]([CH:21]=3)=[CH:19][CH:18]=[CH:17][C:16]=4[NH:22][S:23]([C:26]3[S:27][CH:28]=[CH:29][CH:30]=3)(=[O:25])=[O:24])=[N:10][CH2:9]2)[CH2:3][CH2:2]1.C(=O)([O-])[O-].[K+].[K+].[F:37][CH:38]([F:40])I. The catalyst is CN(C)C=O.C(OCC)(=O)C. The product is [F:37][CH:38]([F:40])[N:22]([C:16]1[CH:17]=[CH:18][CH:19]=[C:20]2[C:15]=1[NH:14][C:13]([C:11]1[S:12][CH:8]([CH2:7][N:4]3[CH2:3][CH2:2][O:1][CH2:6][CH2:5]3)[CH2:9][N:10]=1)=[CH:21]2)[S:23]([C:26]1[S:27][CH:28]=[CH:29][CH:30]=1)(=[O:24])=[O:25]. The yield is 0.270. (9) The reactants are [F:1][C:2]1[CH:7]=[C:6]([F:8])[CH:5]=[CH:4][C:3]=1[S:9]([C:12]([CH3:36])([CH3:35])[C:13]([NH:15][C:16]1[O:20][N:19]=[C:18]([C:21]([CH3:34])([CH3:33])[CH2:22][O:23]CC2C=CC(OC)=CC=2)[CH:17]=1)=[O:14])(=[O:11])=[O:10]. The catalyst is ClCCCl.Cl.O. The product is [F:1][C:2]1[CH:7]=[C:6]([F:8])[CH:5]=[CH:4][C:3]=1[S:9]([C:12]([CH3:36])([CH3:35])[C:13]([NH:15][C:16]1[O:20][N:19]=[C:18]([C:21]([CH3:34])([CH3:33])[CH2:22][OH:23])[CH:17]=1)=[O:14])(=[O:11])=[O:10]. The yield is 1.00.